Dataset: hERG Central: cardiac toxicity at 1µM, 10µM, and general inhibition. Task: Predict hERG channel inhibition at various concentrations. (1) The molecule is CCOc1ccccc1NC(=O)CSc1ccc2nnc(-c3cccnc3)n2n1. Results: hERG_inhib (hERG inhibition (general)): blocker. (2) The drug is Cc1ccc(S(=O)(=O)N2CCCC(c3nnc4n3-c3ccccc3SC4)C2)cc1. Results: hERG_inhib (hERG inhibition (general)): blocker. (3) The compound is Cc1ccc(NC(=O)CSc2nnc(-c3cccs3)n2Cc2ccco2)cc1. Results: hERG_inhib (hERG inhibition (general)): blocker. (4) The molecule is COc1ccc(CCNC(=O)c2cc(-c3ccncc3)nc3c(Cl)cccc23)cc1OC. Results: hERG_inhib (hERG inhibition (general)): blocker. (5) The drug is Cc1cc(C(=O)N(C)CC2CCCN(CCc3ccc(F)cc3)C2)c(C)o1. Results: hERG_inhib (hERG inhibition (general)): blocker. (6) The molecule is CCOC(=O)COc1cc(OCC(=O)OCC)c2c(=O)cc(-c3ccccc3)oc2c1. Results: hERG_inhib (hERG inhibition (general)): blocker. (7) Results: hERG_inhib (hERG inhibition (general)): blocker. The compound is CC(C)c1cc(CNC(=O)C2CCC(=O)N(CCc3ccc(Cl)cc3)C2)on1. (8) The drug is O=C(c1ccc([N+](=O)[O-])cc1)N1CCN=C1SCc1ccccc1. Results: hERG_inhib (hERG inhibition (general)): blocker.